This data is from Retrosynthesis with 50K atom-mapped reactions and 10 reaction types from USPTO. The task is: Predict the reactants needed to synthesize the given product. Given the product CC(=O)N1CCc2c1cc(C)c(CC(=O)O)c2C, predict the reactants needed to synthesize it. The reactants are: CC(=O)N1CCc2c1cc(C)c(C(O)C(=O)O)c2C.